From a dataset of Forward reaction prediction with 1.9M reactions from USPTO patents (1976-2016). Predict the product of the given reaction. The product is: [CH3:14][N:15]([CH3:16])[C:2]1[C:11]2[C:6](=[CH:7][CH:8]=[C:9]([CH:12]=[O:13])[CH:10]=2)[N:5]=[CH:4][N:3]=1. Given the reactants Cl[C:2]1[C:11]2[C:6](=[CH:7][CH:8]=[C:9]([CH:12]=[O:13])[CH:10]=2)[N:5]=[CH:4][N:3]=1.[CH3:14][NH:15][CH3:16], predict the reaction product.